Dataset: Forward reaction prediction with 1.9M reactions from USPTO patents (1976-2016). Task: Predict the product of the given reaction. (1) Given the reactants [CH3:1][N:2]1[CH:6]=[C:5]([C:7]2[CH:30]=[CH:29][C:10]3[N:11]([C:14]4[CH:15]=[C:16]([NH:25]C(=O)C)[CH:17]=[C:18]([N:20]5[CH:24]=[CH:23][CH:22]=[N:21]5)[CH:19]=4)[CH:12]=[N:13][C:9]=3[CH:8]=2)[CH:4]=[N:3]1.[OH-].[Na+], predict the reaction product. The product is: [CH3:1][N:2]1[CH:6]=[C:5]([C:7]2[CH:30]=[CH:29][C:10]3[N:11]([C:14]4[CH:15]=[C:16]([CH:17]=[C:18]([N:20]5[CH:24]=[CH:23][CH:22]=[N:21]5)[CH:19]=4)[NH2:25])[CH:12]=[N:13][C:9]=3[CH:8]=2)[CH:4]=[N:3]1. (2) The product is: [CH2:3]([O:10][C:11]1[CH:16]=[CH:15][C:14]([N:17]([CH3:58])[C:18]([C:20]2[CH:21]=[C:22]([C:29]3[CH:30]=[C:31]4[C:36](=[CH:37][C:38]=3[C:39]([N:41]3[C@H:50]([CH2:51][N:52]5[CH2:53][CH2:54][O:55][CH2:56][CH2:57]5)[CH2:49][C:48]5[C:43](=[CH:44][CH:45]=[CH:46][CH:47]=5)[CH2:42]3)=[O:40])[CH2:35][N:34]([C:69]([O:71][C:72]3[CH:77]=[CH:76][CH:75]=[CH:74][CH:73]=3)=[O:70])[CH2:33][CH2:32]4)[N:23]3[C:28]=2[CH2:27][CH2:26][CH2:25][CH2:24]3)=[O:19])=[CH:13][CH:12]=1)[C:4]1[CH:9]=[CH:8][CH:7]=[CH:6][CH:5]=1. Given the reactants Cl.Cl.[CH2:3]([O:10][C:11]1[CH:16]=[CH:15][C:14]([N:17]([CH3:58])[C:18]([C:20]2[CH:21]=[C:22]([C:29]3[CH:30]=[C:31]4[C:36](=[CH:37][C:38]=3[C:39]([N:41]3[C@H:50]([CH2:51][N:52]5[CH2:57][CH2:56][O:55][CH2:54][CH2:53]5)[CH2:49][C:48]5[C:43](=[CH:44][CH:45]=[CH:46][CH:47]=5)[CH2:42]3)=[O:40])[CH2:35][NH:34][CH2:33][CH2:32]4)[N:23]3[C:28]=2[CH2:27][CH2:26][CH2:25][CH2:24]3)=[O:19])=[CH:13][CH:12]=1)[C:4]1[CH:9]=[CH:8][CH:7]=[CH:6][CH:5]=1.CCN(C(C)C)C(C)C.Cl[C:69]([O:71][C:72]1[CH:77]=[CH:76][CH:75]=[CH:74][CH:73]=1)=[O:70], predict the reaction product. (3) Given the reactants Cl[C:2](Cl)([O:4]C(=O)OC(Cl)(Cl)Cl)Cl.[CH:13]1([CH2:16][OH:17])[CH2:15][CH2:14]1.CCN(C(C)C)C(C)C.[C:27]([O:31][C:32]([N:34]1[CH2:39][CH2:38][NH:37][CH2:36][CH2:35]1)=[O:33])([CH3:30])([CH3:29])[CH3:28], predict the reaction product. The product is: [CH:13]1([CH2:16][O:17][C:2]([N:37]2[CH2:38][CH2:39][N:34]([C:32]([O:31][C:27]([CH3:30])([CH3:28])[CH3:29])=[O:33])[CH2:35][CH2:36]2)=[O:4])[CH2:15][CH2:14]1. (4) Given the reactants [C:1]1([C:6]2[C:10]3[CH2:11][N:12]([C:15]([O:17][C:18]([CH3:21])([CH3:20])[CH3:19])=[O:16])[CH2:13][CH2:14][C:9]=3[NH:8][N:7]=2)[CH2:5][CH2:4][CH2:3][CH:2]=1.[CH2:22]([Zn]CC)C.ClCI.O, predict the reaction product. The product is: [C:1]12([C:6]3[C:10]4[CH2:11][N:12]([C:15]([O:17][C:18]([CH3:21])([CH3:20])[CH3:19])=[O:16])[CH2:13][CH2:14][C:9]=4[NH:8][N:7]=3)[CH2:22][CH:5]1[CH2:4][CH2:3][CH2:2]2. (5) Given the reactants [C:1]1(=O)[CH2:5][CH2:4][C:3](=[O:6])[CH2:2]1.[NH2:8][C:9]1[CH:16]=[CH:15][C:12]([C:13]#[N:14])=[C:11]([Cl:17])[CH:10]=1.CC1C=CC(S(O)(=O)=O)=CC=1.O, predict the reaction product. The product is: [Cl:17][C:11]1[CH:10]=[C:9]([NH:8][C:1]2[CH2:5][CH2:4][C:3](=[O:6])[CH:2]=2)[CH:16]=[CH:15][C:12]=1[C:13]#[N:14].